The task is: Binary Classification. Given a T-cell receptor sequence (or CDR3 region) and an epitope sequence, predict whether binding occurs between them.. This data is from TCR-epitope binding with 47,182 pairs between 192 epitopes and 23,139 TCRs. (1) The epitope is MPASWVMRI. The TCR CDR3 sequence is CASSLRDSPLHF. Result: 1 (the TCR binds to the epitope). (2) The epitope is RLRPGGKKR. The TCR CDR3 sequence is CASSYSIGTGRMETQYF. Result: 0 (the TCR does not bind to the epitope). (3) The epitope is EEHVQIHTI. The TCR CDR3 sequence is CASSLPDLNQHF. Result: 1 (the TCR binds to the epitope). (4) The epitope is KLNVGDYFV. The TCR CDR3 sequence is CASSYTTGELFF. Result: 1 (the TCR binds to the epitope). (5) The epitope is KRWIILGLNK. The TCR CDR3 sequence is CASSLHRDTEAFF. Result: 1 (the TCR binds to the epitope). (6) The epitope is FLPRVFSAV. The TCR CDR3 sequence is CASSYGEEGNSPLHF. Result: 1 (the TCR binds to the epitope). (7) The epitope is KLWAQCVQL. The TCR CDR3 sequence is CASNPVSLSPDTQYF. Result: 1 (the TCR binds to the epitope).